From a dataset of Peptide-MHC class I binding affinity with 185,985 pairs from IEDB/IMGT. Regression. Given a peptide amino acid sequence and an MHC pseudo amino acid sequence, predict their binding affinity value. This is MHC class I binding data. (1) The peptide sequence is SPTRQSPYAA. The MHC is H-2-Ld with pseudo-sequence YESYYRIIAGQWFVNTLYLWYEFYTWAAYAYEWY. The binding affinity (normalized) is 0.00196. (2) The peptide sequence is KEKDMTKEF. The MHC is HLA-A68:02 with pseudo-sequence HLA-A68:02. The binding affinity (normalized) is 0.0847. (3) The peptide sequence is DAYRAIHSL. The MHC is HLA-B40:01 with pseudo-sequence HLA-B40:01. The binding affinity (normalized) is 0.